This data is from NCI-60 drug combinations with 297,098 pairs across 59 cell lines. The task is: Regression. Given two drug SMILES strings and cell line genomic features, predict the synergy score measuring deviation from expected non-interaction effect. Drug 1: COC1=C(C=C2C(=C1)N=CN=C2NC3=CC(=C(C=C3)F)Cl)OCCCN4CCOCC4. Drug 2: CC1C(C(CC(O1)OC2CC(OC(C2O)C)OC3=CC4=CC5=C(C(=O)C(C(C5)C(C(=O)C(C(C)O)O)OC)OC6CC(C(C(O6)C)O)OC7CC(C(C(O7)C)O)OC8CC(C(C(O8)C)O)(C)O)C(=C4C(=C3C)O)O)O)O. Cell line: UACC-257. Synergy scores: CSS=27.5, Synergy_ZIP=5.79, Synergy_Bliss=9.57, Synergy_Loewe=9.88, Synergy_HSA=9.23.